From a dataset of Reaction yield outcomes from USPTO patents with 853,638 reactions. Predict the reaction yield, written as a fraction of the theoretical maximum amount of product (1.0 means a 100% yield; for example, 0.34 means a 34% yield). (1) The reactants are Br[C:2]1[N:10]=[CH:9][N:8]=[C:7]2[C:3]=1[NH:4][C:5]([C:11]1[C:16]([Cl:17])=[CH:15][CH:14]=[CH:13][C:12]=1[Cl:18])=[N:6]2.[CH3:19][S-:20].[Na+]. The catalyst is CN(C=O)C. The product is [Cl:18][C:12]1[CH:13]=[CH:14][CH:15]=[C:16]([Cl:17])[C:11]=1[C:5]1[NH:4][C:3]2[C:7](=[N:8][CH:9]=[N:10][C:2]=2[S:20][CH3:19])[N:6]=1. The yield is 0.850. (2) The reactants are [OH:1]/[N:2]=[C:3](\N)/[C:4]1[CH:9]=[CH:8][CH:7]=[CH:6][N:5]=1.N([O-])=O.[Na+].C(=O)([O-])O.[Na+].[ClH:20]. The catalyst is O. The product is [OH:1]/[N:2]=[C:3](\[Cl:20])/[C:4]1[CH:9]=[CH:8][CH:7]=[CH:6][N:5]=1. The yield is 0.620. (3) The reactants are C([N-]C(C)C)(C)C.[Li+].[Br:9][C:10]1[CH:11]=[CH:12][C:13]([F:16])=[N:14][CH:15]=1.[Cl:17][C:18]1[C:23]([F:24])=[CH:22][CH:21]=[C:20]([O:25][CH3:26])[C:19]=1[CH:27]([CH3:30])[CH:28]=[O:29]. The catalyst is C1COCC1. The product is [Br:9][C:10]1[CH:11]=[C:12]([CH:28]([OH:29])[CH:27]([C:19]2[C:20]([O:25][CH3:26])=[CH:21][CH:22]=[C:23]([F:24])[C:18]=2[Cl:17])[CH3:30])[C:13]([F:16])=[N:14][CH:15]=1. The yield is 0.210. (4) The reactants are [N+:1]([C:4]1[CH:9]=[CH:8][C:7]([N:10]2[C:18]3[C:13](=[CH:14][CH:15]=[CH:16][CH:17]=3)[C:12]([C:19]([O:21][CH3:22])=[O:20])=[N:11]2)=[CH:6][CH:5]=1)([O-])=O.CO.CC(O)=O. The catalyst is CCOC(C)=O.[Pd]. The product is [NH2:1][C:4]1[CH:9]=[CH:8][C:7]([N:10]2[C:18]3[C:13](=[CH:14][CH:15]=[CH:16][CH:17]=3)[C:12]([C:19]([O:21][CH3:22])=[O:20])=[N:11]2)=[CH:6][CH:5]=1. The yield is 0.806. (5) The reactants are [NH2:1][C:2]1[S:3][C:4]([C:10]2[CH:15]=[CH:14][CH:13]=[CH:12][CH:11]=2)=[CH:5][C:6]=1[C:7]([NH2:9])=[O:8].C[Si]([N:20]=[C:21]=[S:22])(C)C.CN(C)C=O. The catalyst is CN(C)C(=O)C. The product is [NH2:20][C:21]([NH:1][C:2]1[S:3][C:4]([C:10]2[CH:11]=[CH:12][CH:13]=[CH:14][CH:15]=2)=[CH:5][C:6]=1[C:7]([NH2:9])=[O:8])=[S:22]. The yield is 0.350. (6) The reactants are [OH:1][CH2:2][CH2:3][N:4]([CH3:8])[C:5](=[O:7])[CH3:6].Cl[C:10]1[N:11]=[C:12]([OH:20])[C:13]2[CH:19]=[CH:18][N:17]=[CH:16][C:14]=2[N:15]=1. No catalyst specified. The product is [OH:20][C:12]1[C:13]2[CH:19]=[CH:18][N:17]=[CH:16][C:14]=2[N:15]=[C:10]([O:1][CH2:2][CH2:3][N:4]([CH3:8])[C:5](=[O:7])[CH3:6])[N:11]=1. The yield is 0.260.